This data is from Catalyst prediction with 721,799 reactions and 888 catalyst types from USPTO. The task is: Predict which catalyst facilitates the given reaction. (1) Reactant: BrBr.[CH3:3][C:4]1[N:9]=[C:8]([S:10][CH3:11])[N:7]=[C:6]([CH2:12][C:13](=O)[CH3:14])[CH:5]=1. Product: [CH3:14][C:13]1[N:7]=[C:8]([NH2:9])[S:10][C:12]=1[C:6]1[CH:5]=[C:4]([CH3:3])[N:9]=[C:8]([S:10][CH3:11])[N:7]=1. The catalyst class is: 12. (2) Reactant: [Cl:1][C:2]1[CH:7]=[CH:6][C:5]([C:8]([F:13])([F:12])[C:9]([O-:11])=[O:10])=[C:4]([O:14][C:15]([F:18])([F:17])[F:16])[CH:3]=1.CO.O.O.[OH-].[Li+]. Product: [Cl:1][C:2]1[CH:7]=[CH:6][C:5]([C:8]([F:13])([F:12])[C:9]([OH:11])=[O:10])=[C:4]([O:14][C:15]([F:16])([F:17])[F:18])[CH:3]=1. The catalyst class is: 7. (3) Reactant: C([C:3]1[CH:16]=[CH:15][C:6]([NH:7][C:8]([O:10]C(C)(C)C)=O)=[CH:5][CH:4]=1)#N.S.[C:18]([NH:25][C:26]1[CH:31]=[CH:30][C:29]([C:32](=[S:34])[NH2:33])=[CH:28][CH:27]=1)([O:20][C:21]([CH3:24])([CH3:23])[CH3:22])=[O:19]. Product: [C:21]([O:20][C:18](=[O:19])[NH:25][C:26]1[CH:27]=[CH:28][C:29]([C:32]2[S:34][CH:16]=[C:3]([C:4]3[C:8](=[O:10])[NH:7][C:6]4[C:5]([CH:5]=3)=[CH:4][CH:3]=[CH:16][CH:15]=4)[N:33]=2)=[CH:30][CH:31]=1)([CH3:24])([CH3:23])[CH3:22]. The catalyst class is: 858.